This data is from Full USPTO retrosynthesis dataset with 1.9M reactions from patents (1976-2016). The task is: Predict the reactants needed to synthesize the given product. (1) The reactants are: C[O:2][C:3](=[O:35])[C:4]([C:7]1[CH:12]=[CH:11][C:10]([C:13]#[C:14][C:15]2[CH:24]=[C:23]([CH:25]3[CH2:27][CH2:26]3)[C:22]3[CH:21]([N:28]([CH:30]4[CH2:32][CH2:31]4)[CH3:29])[CH2:20][CH2:19][C:18]([CH3:34])([CH3:33])[C:17]=3[CH:16]=2)=[CH:9][CH:8]=1)([CH3:6])[CH3:5].[OH-].[K+].[Cl-].[NH4+]. Given the product [CH:25]1([C:23]2[C:22]3[CH:21]([N:28]([CH:30]4[CH2:31][CH2:32]4)[CH3:29])[CH2:20][CH2:19][C:18]([CH3:33])([CH3:34])[C:17]=3[CH:16]=[C:15]([C:14]#[C:13][C:10]3[CH:9]=[CH:8][C:7]([C:4]([CH3:6])([CH3:5])[C:3]([OH:35])=[O:2])=[CH:12][CH:11]=3)[CH:24]=2)[CH2:26][CH2:27]1, predict the reactants needed to synthesize it. (2) Given the product [C:1]([O:5][C:6]([CH:8]1[CH2:9][N:10]([C:12]2[C:13]([C:24]#[N:25])=[CH:14][C:15]([C:19]([O:21][CH2:22][CH3:23])=[O:20])=[C:16]([O:18][CH3:28])[N:17]=2)[CH2:11]1)=[O:7])([CH3:2])([CH3:4])[CH3:3], predict the reactants needed to synthesize it. The reactants are: [C:1]([O:5][C:6]([CH:8]1[CH2:11][N:10]([C:12]2[NH:17][C:16](=[O:18])[C:15]([C:19]([O:21][CH2:22][CH3:23])=[O:20])=[CH:14][C:13]=2[C:24]#[N:25])[CH2:9]1)=[O:7])([CH3:4])([CH3:3])[CH3:2].CI.[CH3:28]S(C)=O.